From a dataset of NCI-60 drug combinations with 297,098 pairs across 59 cell lines. Regression. Given two drug SMILES strings and cell line genomic features, predict the synergy score measuring deviation from expected non-interaction effect. (1) Drug 1: CC1C(C(CC(O1)OC2CC(CC3=C2C(=C4C(=C3O)C(=O)C5=C(C4=O)C(=CC=C5)OC)O)(C(=O)CO)O)N)O.Cl. Drug 2: CC1C(C(CC(O1)OC2CC(CC3=C2C(=C4C(=C3O)C(=O)C5=C(C4=O)C(=CC=C5)OC)O)(C(=O)CO)O)N)O.Cl. Cell line: HS 578T. Synergy scores: CSS=55.0, Synergy_ZIP=-2.36, Synergy_Bliss=1.51, Synergy_Loewe=4.78, Synergy_HSA=5.97. (2) Drug 1: C1=CC(=CC=C1CCCC(=O)O)N(CCCl)CCCl. Drug 2: C1CN(CCN1C(=O)CCBr)C(=O)CCBr. Cell line: MALME-3M. Synergy scores: CSS=13.9, Synergy_ZIP=-6.72, Synergy_Bliss=0.474, Synergy_Loewe=-2.21, Synergy_HSA=0.418.